The task is: Predict which catalyst facilitates the given reaction.. This data is from Catalyst prediction with 721,799 reactions and 888 catalyst types from USPTO. (1) Reactant: [NH:1]1[C:9]2[C:4](=[CH:5][CH:6]=[CH:7][CH:8]=2)[C:3]([CH2:10][C:11]#[N:12])=[CH:2]1.C[Si]([N-][Si](C)(C)C)(C)C.[Na+].[C:23]1([CH:29]2[CH2:31][O:30]2)[CH:28]=[CH:27][CH:26]=[CH:25][CH:24]=1.C([O-])(O)=O.[Na+]. Product: [OH:30][CH:29]([C:23]1[CH:28]=[CH:27][CH:26]=[CH:25][CH:24]=1)[CH2:31][N:1]1[C:9]2[C:4](=[CH:5][CH:6]=[CH:7][CH:8]=2)[C:3]([CH2:10][C:11]#[N:12])=[CH:2]1. The catalyst class is: 3. (2) Reactant: [Cl:1][C:2]1[CH:10]=[C:9]2[C:5]([CH:6]([C:12]3[CH:17]=[CH:16][CH:15]=[C:14]([O:18][CH3:19])[CH:13]=3)[C:7](=[O:11])[NH:8]2)=[CH:4][CH:3]=1.[CH2:20](Br)[C:21]1[CH:26]=[CH:25][CH:24]=[CH:23][CH:22]=1.[I-].[K+].C(=O)([O-])[O-].[K+].[K+]. Product: [CH2:20]([C:6]1([C:12]2[CH:17]=[CH:16][CH:15]=[C:14]([O:18][CH3:19])[CH:13]=2)[C:5]2[C:9](=[CH:10][C:2]([Cl:1])=[CH:3][CH:4]=2)[NH:8][C:7]1=[O:11])[C:21]1[CH:26]=[CH:25][CH:24]=[CH:23][CH:22]=1. The catalyst class is: 372. (3) Reactant: [O:1]=[C:2]1[NH:6][C@H:5]([CH2:7][N:8]2[C:16]3[C:11](=[CH:12][CH:13]=[CH:14][CH:15]=3)[C:10]3([CH2:20][O:19][C:18]4[CH:21]=[C:22]5[C:26](=[CH:27][C:17]3=4)[CH2:25][CH2:24][O:23]5)[C:9]2=[O:28])[CH2:4][CH2:3]1.[H-].[Na+].I[CH3:32]. Product: [CH3:32][N:6]1[C:2](=[O:1])[CH2:3][CH2:4][C@H:5]1[CH2:7][N:8]1[C:16]2[C:11](=[CH:12][CH:13]=[CH:14][CH:15]=2)[C:10]2([CH2:20][O:19][C:18]3[CH:21]=[C:22]4[C:26](=[CH:27][C:17]2=3)[CH2:25][CH2:24][O:23]4)[C:9]1=[O:28]. The catalyst class is: 9. (4) The catalyst class is: 4. Product: [CH3:1][O:2][C:3](=[O:22])[C:4]1[CH:16]=[C:15]([C:17](=[O:21])[CH:18]([CH3:19])[CH3:20])[CH:14]=[C:6]([C:7]([N:9]([CH3:13])[CH2:10][CH2:11][CH3:12])=[O:8])[CH:5]=1. Reactant: [CH3:1][O:2][C:3](=[O:22])[C:4]1[CH:16]=[C:15]([CH:17]([OH:21])[CH:18]([CH3:20])[CH3:19])[CH:14]=[C:6]([C:7]([N:9]([CH3:13])[CH2:10][CH2:11][CH3:12])=[O:8])[CH:5]=1.CC(OI1(OC(C)=O)(OC(C)=O)OC(=O)C2C=CC=CC1=2)=O.